This data is from NCI-60 drug combinations with 297,098 pairs across 59 cell lines. The task is: Regression. Given two drug SMILES strings and cell line genomic features, predict the synergy score measuring deviation from expected non-interaction effect. (1) Drug 1: CC1CCC2CC(C(=CC=CC=CC(CC(C(=O)C(C(C(=CC(C(=O)CC(OC(=O)C3CCCCN3C(=O)C(=O)C1(O2)O)C(C)CC4CCC(C(C4)OC)OCCO)C)C)O)OC)C)C)C)OC. Drug 2: C1C(C(OC1N2C=NC3=C2NC=NCC3O)CO)O. Cell line: HCC-2998. Synergy scores: CSS=22.3, Synergy_ZIP=-5.91, Synergy_Bliss=-1.72, Synergy_Loewe=-6.14, Synergy_HSA=-0.222. (2) Drug 1: CC1=C(N=C(N=C1N)C(CC(=O)N)NCC(C(=O)N)N)C(=O)NC(C(C2=CN=CN2)OC3C(C(C(C(O3)CO)O)O)OC4C(C(C(C(O4)CO)O)OC(=O)N)O)C(=O)NC(C)C(C(C)C(=O)NC(C(C)O)C(=O)NCCC5=NC(=CS5)C6=NC(=CS6)C(=O)NCCC[S+](C)C)O. Drug 2: CC1C(C(CC(O1)OC2CC(CC3=C2C(=C4C(=C3O)C(=O)C5=CC=CC=C5C4=O)O)(C(=O)C)O)N)O. Cell line: SNB-19. Synergy scores: CSS=37.9, Synergy_ZIP=-6.39, Synergy_Bliss=-9.18, Synergy_Loewe=-5.32, Synergy_HSA=-4.13. (3) Drug 1: CCN(CC)CCNC(=O)C1=C(NC(=C1C)C=C2C3=C(C=CC(=C3)F)NC2=O)C. Drug 2: C1CN(CCN1C(=O)CCBr)C(=O)CCBr. Cell line: SK-OV-3. Synergy scores: CSS=11.9, Synergy_ZIP=-3.26, Synergy_Bliss=-2.60, Synergy_Loewe=-1.15, Synergy_HSA=-2.19. (4) Drug 1: C1CN1P(=S)(N2CC2)N3CC3. Drug 2: CC1CCC2CC(C(=CC=CC=CC(CC(C(=O)C(C(C(=CC(C(=O)CC(OC(=O)C3CCCCN3C(=O)C(=O)C1(O2)O)C(C)CC4CCC(C(C4)OC)O)C)C)O)OC)C)C)C)OC. Cell line: SN12C. Synergy scores: CSS=27.3, Synergy_ZIP=2.39, Synergy_Bliss=7.91, Synergy_Loewe=-1.08, Synergy_HSA=4.66. (5) Drug 1: COC1=NC(=NC2=C1N=CN2C3C(C(C(O3)CO)O)O)N. Drug 2: CC=C1C(=O)NC(C(=O)OC2CC(=O)NC(C(=O)NC(CSSCCC=C2)C(=O)N1)C(C)C)C(C)C. Cell line: UO-31. Synergy scores: CSS=-0.0990, Synergy_ZIP=-0.705, Synergy_Bliss=-1.59, Synergy_Loewe=-2.07, Synergy_HSA=-2.07.